Dataset: Reaction yield outcomes from USPTO patents with 853,638 reactions. Task: Predict the reaction yield, written as a fraction of the theoretical maximum amount of product (1.0 means a 100% yield; for example, 0.34 means a 34% yield). (1) The reactants are [CH3:1][C@@H:2]1[CH2:7][CH2:6][C@H:5]([O:8][C:9]2[C:10]([C:22]([F:25])([F:24])[F:23])=[C:11]3[C:16](=[CH:17][CH:18]=2)[CH:15]=[C:14](B(O)O)[CH:13]=[CH:12]3)[CH2:4][CH2:3]1.[CH3:26][O:27][C:28]([CH:30]1[CH2:35][CH2:34][NH:33][CH2:32][CH2:31]1)=[O:29].O.[C:37]([OH:41])(=[O:40])[CH:38]=O. The catalyst is FC(F)(F)C(O)C(F)(F)F. The product is [CH3:26][O:27][C:28]([CH:30]1[CH2:35][CH2:34][N:33]([CH:38]([C:14]2[CH:13]=[CH:12][C:11]3[C:16](=[CH:17][CH:18]=[C:9]([O:8][C@H:5]4[CH2:6][CH2:7][C@@H:2]([CH3:1])[CH2:3][CH2:4]4)[C:10]=3[C:22]([F:23])([F:25])[F:24])[CH:15]=2)[C:37]([OH:41])=[O:40])[CH2:32][CH2:31]1)=[O:29]. The yield is 0.930. (2) The reactants are [O:1]=[C:2]1[NH:7][C:6]2[CH:8]=[C:9]([O:12]C(=O)C)[CH:10]=[CH:11][C:5]=2[O:4][CH2:3]1.[OH-].[Na+]. The catalyst is CO.C1COCC1. The product is [OH:12][C:9]1[CH:10]=[CH:11][C:5]2[O:4][CH2:3][C:2](=[O:1])[NH:7][C:6]=2[CH:8]=1. The yield is 0.800. (3) The reactants are [CH3:1][S:2]([N:5]1[CH2:10][CH2:9][C:8](=[O:11])[CH2:7][CH2:6]1)(=[O:4])=[O:3].[C-:12]#[N:13].[K+]. The catalyst is C(O)(=O)C. The product is [OH:11][C:8]1([C:12]#[N:13])[CH2:7][CH2:6][N:5]([S:2]([CH3:1])(=[O:4])=[O:3])[CH2:10][CH2:9]1. The yield is 0.460. (4) The reactants are Cl.[Br:2][C:3]1[CH:4]=[CH:5][C:6]2[N:7]([C:9]([CH:12]([CH3:14])[CH3:13])=[N:10][N:11]=2)[CH:8]=1.O.[OH-].[Na+]. The catalyst is ClCCl. The product is [Br:2][C:3]1[CH:4]=[CH:5][C:6]2[N:7]([C:9]([CH:12]([CH3:14])[CH3:13])=[N:10][N:11]=2)[CH:8]=1. The yield is 0.925. (5) The yield is 0.670. The product is [N:10]1([CH2:9][CH2:8][CH2:7][N:6]=[C:4]=[N:3][CH2:1][CH3:2])[CH2:14][CH2:13][CH2:12][CH2:11]1. The catalyst is ClCCl. The reactants are [CH2:1]([NH:3][C:4]([NH:6][CH2:7][CH2:8][CH2:9][N:10]1[CH2:14][CH2:13][CH2:12][CH2:11]1)=O)[CH3:2].C(N(CC)CC)C.C1(C)C=CC(S(Cl)(=O)=O)=CC=1. (6) The reactants are [N:1]1[C:2]2[N:3]([C:13]3[CH:19]=[CH:18][CH:17]=[CH:16][C:14]=3[N:15]=2)[CH:4]=[CH:5][C:6]=1[C:7]#[C:8][CH2:9][CH2:10][CH2:11]O.C(N(S(F)(F)[F:26])CC)C. The catalyst is C(Cl)Cl. The product is [F:26][CH2:11][CH2:10][CH2:9][C:8]#[C:7][C:6]1[CH:5]=[CH:4][N:3]2[C:13]3[CH:19]=[CH:18][CH:17]=[CH:16][C:14]=3[N:15]=[C:2]2[N:1]=1. The yield is 0.150. (7) The reactants are [NH:1]1[C:5]2[CH:6]=[CH:7][C:8]([CH2:10][OH:11])=[CH:9][C:4]=2[N:3]=[CH:2]1. The catalyst is C1C=CC=CC=1.O=[Mn]=O. The product is [NH:1]1[C:5]2[CH:6]=[CH:7][C:8]([CH:10]=[O:11])=[CH:9][C:4]=2[N:3]=[CH:2]1. The yield is 0.410.